This data is from Peptide-MHC class II binding affinity with 134,281 pairs from IEDB. The task is: Regression. Given a peptide amino acid sequence and an MHC pseudo amino acid sequence, predict their binding affinity value. This is MHC class II binding data. (1) The peptide sequence is FFFLFNILTGKKITAHHHHHH. The MHC is HLA-DQA10103-DQB10603 with pseudo-sequence HLA-DQA10103-DQB10603. The binding affinity (normalized) is 0. (2) The peptide sequence is RRVWTLMNVITLVYK. The MHC is DRB1_0101 with pseudo-sequence DRB1_0101. The binding affinity (normalized) is 0.663. (3) The MHC is HLA-DPA10201-DPB10101 with pseudo-sequence HLA-DPA10201-DPB10101. The peptide sequence is NLALSIKYNKEGDSM. The binding affinity (normalized) is 0.334. (4) The peptide sequence is CPLDHVNTLHFLTRG. The MHC is DRB1_0405 with pseudo-sequence DRB1_0405. The binding affinity (normalized) is 0.704.